Dataset: Peptide-MHC class I binding affinity with 185,985 pairs from IEDB/IMGT. Task: Regression. Given a peptide amino acid sequence and an MHC pseudo amino acid sequence, predict their binding affinity value. This is MHC class I binding data. (1) The peptide sequence is FLTDYIPGA. The MHC is HLA-A02:03 with pseudo-sequence HLA-A02:03. The binding affinity (normalized) is 0.810. (2) The peptide sequence is RIKTRLFTI. The MHC is HLA-B39:01 with pseudo-sequence HLA-B39:01. The binding affinity (normalized) is 0.0847. (3) The peptide sequence is SSQVLQQSTY. The MHC is HLA-A01:01 with pseudo-sequence HLA-A01:01. The binding affinity (normalized) is 0.545. (4) The peptide sequence is THADAHTQL. The MHC is HLA-B57:01 with pseudo-sequence HLA-B57:01. The binding affinity (normalized) is 0.0847. (5) The peptide sequence is SHEGEGIPL. The MHC is HLA-A03:01 with pseudo-sequence HLA-A03:01. The binding affinity (normalized) is 0.0847. (6) The peptide sequence is VCSFYADPK. The MHC is HLA-A31:01 with pseudo-sequence HLA-A31:01. The binding affinity (normalized) is 0.0560. (7) The peptide sequence is MVFQHFHLF. The MHC is HLA-B51:01 with pseudo-sequence HLA-B51:01. The binding affinity (normalized) is 0.0847. (8) The peptide sequence is KTIECSKEL. The MHC is HLA-A02:01 with pseudo-sequence HLA-A02:01. The binding affinity (normalized) is 0.495. (9) The peptide sequence is GIGTFLHYK. The MHC is HLA-A31:01 with pseudo-sequence HLA-A31:01. The binding affinity (normalized) is 0.613.